Dataset: Reaction yield outcomes from USPTO patents with 853,638 reactions. Task: Predict the reaction yield, written as a fraction of the theoretical maximum amount of product (1.0 means a 100% yield; for example, 0.34 means a 34% yield). The reactants are [Br:1][C:2]1[CH:10]=[C:9]2[C:5]([CH:6]=[N:7][NH:8]2)=[CH:4][C:3]=1[OH:11].[F:12][C:13]1[CH:14]=[C:15]([N+:20]([O-:22])=[O:21])[CH:16]=[CH:17][C:18]=1F.C([O-])(O)=O.[Na+].[Li+].[Cl-]. The catalyst is CN(C=O)C.C(Cl)Cl. The product is [Br:1][C:2]1[CH:10]=[C:9]2[C:5]([CH:6]=[N:7][NH:8]2)=[CH:4][C:3]=1[O:11][C:18]1[CH:17]=[CH:16][C:15]([N+:20]([O-:22])=[O:21])=[CH:14][C:13]=1[F:12]. The yield is 0.466.